This data is from Catalyst prediction with 721,799 reactions and 888 catalyst types from USPTO. The task is: Predict which catalyst facilitates the given reaction. Reactant: [CH3:1][O:2][C:3]1[CH:4]=[C:5]([CH:7]=[C:8]([O:12][CH3:13])[C:9]=1[O:10][CH3:11])[NH2:6].CS[C:16]1[NH:21][C:20](=[O:22])[CH:19]=[CH:18][N:17]=1.C(OCC)C. Product: [CH3:13][O:12][C:8]1[CH:7]=[C:5]([NH:6][C:16]2[NH:21][C:20](=[O:22])[CH:19]=[CH:18][N:17]=2)[CH:4]=[C:3]([O:2][CH3:1])[C:9]=1[O:10][CH3:11]. The catalyst class is: 270.